This data is from Full USPTO retrosynthesis dataset with 1.9M reactions from patents (1976-2016). The task is: Predict the reactants needed to synthesize the given product. Given the product [CH3:1][O:2][C:3]([C@@H:5]1[CH2:9][C@H:8]([NH2:10])[CH2:7][N:6]1[C:13]([O:15][C:16]([CH3:19])([CH3:18])[CH3:17])=[O:14])=[O:4], predict the reactants needed to synthesize it. The reactants are: [CH3:1][O:2][C:3]([C@@H:5]1[CH2:9][C@H:8]([N:10]=[N+]=[N-])[CH2:7][N:6]1[C:13]([O:15][C:16]([CH3:19])([CH3:18])[CH3:17])=[O:14])=[O:4].